Task: Predict the reaction yield, written as a fraction of the theoretical maximum amount of product (1.0 means a 100% yield; for example, 0.34 means a 34% yield).. Dataset: Reaction yield outcomes from USPTO patents with 853,638 reactions The yield is 0.970. The reactants are [F:1][C:2]1[CH:3]=[CH:4][C:5]2[O:9][C:8]([C:10](OC)=[O:11])=[C:7]([CH2:14][O:15][CH2:16][CH2:17][O:18][CH3:19])[C:6]=2[CH:20]=1.[Cl-].[Ca+2].[Cl-].[BH4-].[Na+].C(=O)([O-])O.[Na+]. The catalyst is O1CCCC1.C(O)C. The product is [F:1][C:2]1[CH:3]=[CH:4][C:5]2[O:9][C:8]([CH2:10][OH:11])=[C:7]([CH2:14][O:15][CH2:16][CH2:17][O:18][CH3:19])[C:6]=2[CH:20]=1.